Task: Regression. Given two drug SMILES strings and cell line genomic features, predict the synergy score measuring deviation from expected non-interaction effect.. Dataset: Merck oncology drug combination screen with 23,052 pairs across 39 cell lines Drug 1: O=S1(=O)NC2(CN1CC(F)(F)F)C1CCC2Cc2cc(C=CCN3CCC(C(F)(F)F)CC3)ccc2C1. Synergy scores: synergy=5.01. Cell line: LOVO. Drug 2: C=CCn1c(=O)c2cnc(Nc3ccc(N4CCN(C)CC4)cc3)nc2n1-c1cccc(C(C)(C)O)n1.